Dataset: Full USPTO retrosynthesis dataset with 1.9M reactions from patents (1976-2016). Task: Predict the reactants needed to synthesize the given product. (1) The reactants are: [F:1][C:2]1[CH:3]=[C:4]([C:8]2[N:13]=[CH:12][C:11]([C:14]([OH:16])=O)=[CH:10][N:9]=2)[CH:5]=[CH:6][CH:7]=1.CN(C(ON1N=NC2C=CC=NC1=2)=[N+](C)C)C.F[P-](F)(F)(F)(F)F.OC1C=CC2NN=NC=2N=1.[NH2:51][N:52]1[C:60]2[C:55](=[C:56]([F:61])[CH:57]=[CH:58][CH:59]=2)[CH:54]=[CH:53]1.CCN(C(C)C)C(C)C. Given the product [F:61][C:56]1[CH:57]=[CH:58][CH:59]=[C:60]2[C:55]=1[CH:54]=[CH:53][N:52]2[NH:51][C:14]([C:11]1[CH:12]=[N:13][C:8]([C:4]2[CH:5]=[CH:6][CH:7]=[C:2]([F:1])[CH:3]=2)=[N:9][CH:10]=1)=[O:16], predict the reactants needed to synthesize it. (2) Given the product [CH:14]([S:13][C:10]1[CH:11]=[CH:12][C:7]([C:5](=[O:6])[C:4]([OH:17])=[O:3])=[CH:8][CH:9]=1)([CH3:16])[CH3:15], predict the reactants needed to synthesize it. The reactants are: C([O:3][C:4](=[O:17])[C:5]([C:7]1[CH:12]=[CH:11][C:10]([S:13][CH:14]([CH3:16])[CH3:15])=[CH:9][CH:8]=1)=[O:6])C.[OH-].[Na+].Cl. (3) Given the product [OH:6][C:7]1[CH:8]=[C:9]([N:15]([CH2:25][C:26]2[CH:27]=[N:28][CH:29]=[CH:30][CH:31]=2)[C:16]2[CH:17]=[C:18]([CH:22]=[CH:23][CH:24]=2)[C:19]([OH:21])=[O:20])[CH:10]=[CH:11][C:12]=1[O:13][CH3:14], predict the reactants needed to synthesize it. The reactants are: C1([O:6][C:7]2[CH:8]=[C:9]([N:15]([CH2:25][C:26]3[CH:27]=[N:28][CH:29]=[CH:30][CH:31]=3)[C:16]3[CH:17]=[C:18]([CH:22]=[CH:23][CH:24]=3)[C:19]([OH:21])=[O:20])[CH:10]=[CH:11][C:12]=2[O:13][CH3:14])CCCC1.[Al+3].[Cl-].[Cl-].[Cl-]. (4) Given the product [Br:1][C:12]1[CH:11]=[CH:10][C:9]2[NH:8][C:7](=[O:14])[O:6][C:4](=[O:5])[C:3]=2[CH:13]=1, predict the reactants needed to synthesize it. The reactants are: [Br:1]Br.[C:3]12[C:9](=[CH:10][CH:11]=[CH:12][CH:13]=1)[NH:8][C:7](=[O:14])[O:6][C:4]2=[O:5]. (5) Given the product [Br:1][C:2]1[CH:7]=[CH:6][C:5]([NH:8][C:9]2[C:14]([C:15]([OH:17])=[O:16])=[CH:13][N:12]3[CH:19]=[CH:20][N:21]=[C:11]3[C:10]=2[Cl:22])=[C:4]([Cl:23])[CH:3]=1, predict the reactants needed to synthesize it. The reactants are: [Br:1][C:2]1[CH:7]=[CH:6][C:5]([NH:8][C:9]2[C:14]([C:15]([O:17]C)=[O:16])=[CH:13][N:12]3[CH:19]=[CH:20][N:21]=[C:11]3[C:10]=2[Cl:22])=[C:4]([Cl:23])[CH:3]=1.[OH-].[Na+]. (6) The reactants are: C[O:2][CH:3](OC)[C:4]1[CH:9]=[CH:8][C:7]([C@@H:10]2[C:33]3[C@@H:17]([CH2:18][CH2:19][C@:20]4(O)[C:32]=3[CH2:31][CH2:30][C:22]3(OCC(C)(C)C[O:23]3)[CH2:21]4)[C@H:16]3[C@@:12]([CH3:43])([C@@:13]([C:36]([F:42])([F:41])[C:37]([F:40])([F:39])[F:38])([OH:35])[CH2:14][CH2:15]3)[CH2:11]2)=[CH:6][CH:5]=1. Given the product [OH:35][C@@:13]1([C:36]([F:41])([F:42])[C:37]([F:38])([F:39])[F:40])[CH2:14][CH2:15][C@H:16]2[C@H:17]3[C:33]([C@@H:10]([C:7]4[CH:6]=[CH:5][C:4]([CH:3]=[O:2])=[CH:9][CH:8]=4)[CH2:11][C@:12]12[CH3:43])=[C:32]1[C:20](=[CH:21][C:22](=[O:23])[CH2:30][CH2:31]1)[CH2:19][CH2:18]3, predict the reactants needed to synthesize it.